Dataset: Forward reaction prediction with 1.9M reactions from USPTO patents (1976-2016). Task: Predict the product of the given reaction. (1) The product is: [Cl:28][C:25]1[CH:26]=[CH:27][C:22]([CH2:21][N:4]2[C:5]3[C:10](=[CH:9][C:8]([F:13])=[C:7]([N:14]4[CH2:19][CH2:18][N:17]([CH3:20])[CH2:16][CH2:15]4)[CH:6]=3)[C:11](=[O:12])[C:2]([NH:1][S:43]([CH2:36][C:37]3[CH:42]=[CH:41][CH:40]=[CH:39][CH:38]=3)(=[O:45])=[O:44])=[CH:3]2)=[CH:23][CH:24]=1. Given the reactants [NH2:1][C:2]1[C:11](=[O:12])[C:10]2[C:5](=[CH:6][C:7]([N:14]3[CH2:19][CH2:18][N:17]([CH3:20])[CH2:16][CH2:15]3)=[C:8]([F:13])[CH:9]=2)[N:4]([CH2:21][C:22]2[CH:27]=[CH:26][C:25]([Cl:28])=[CH:24][CH:23]=2)[CH:3]=1.C(N(CC)CC)C.[CH2:36]([S:43](Cl)(=[O:45])=[O:44])[C:37]1[CH:42]=[CH:41][CH:40]=[CH:39][CH:38]=1.O, predict the reaction product. (2) Given the reactants [CH2:1]([O:3][C:4](=[O:22])[CH:5]1[O:21][CH:6]1[C:7]1[CH:12]=[CH:11][C:10]([O:13][CH2:14][C:15]2[CH:20]=[CH:19][CH:18]=[CH:17][CH:16]=2)=[CH:9][CH:8]=1)[CH3:2].[H][H], predict the reaction product. The product is: [OH:21][CH:5]([CH2:6][C:7]1[CH:12]=[CH:11][C:10]([O:13][CH2:14][C:15]2[CH:20]=[CH:19][CH:18]=[CH:17][CH:16]=2)=[CH:9][CH:8]=1)[C:4]([O:3][CH2:1][CH3:2])=[O:22]. (3) Given the reactants N1C2C(=NC=CC=2)N([O:10][C:11]2[C:20]3[C:15](=[CH:16][CH:17]=[CH:18][CH:19]=3)[N:14]=[CH:13][N:12]=2)N=1.[C:21]([C:24]1[CH:29]=[CH:28][C:27](B(O)O)=[CH:26][CH:25]=1)(=[O:23])[CH3:22].C([O-])([O-])=O.[Cs+].[Cs+], predict the reaction product. The product is: [N:14]1[C:15]2[C:20](=[CH:19][CH:18]=[CH:17][CH:16]=2)[C:11]([O:10][C:27]2[CH:28]=[CH:29][C:24]([C:21](=[O:23])[CH3:22])=[CH:25][CH:26]=2)=[N:12][CH:13]=1.